From a dataset of Peptide-MHC class I binding affinity with 185,985 pairs from IEDB/IMGT. Regression. Given a peptide amino acid sequence and an MHC pseudo amino acid sequence, predict their binding affinity value. This is MHC class I binding data. The peptide sequence is KLYKMRIPR. The MHC is HLA-B35:01 with pseudo-sequence HLA-B35:01. The binding affinity (normalized) is 0.0847.